This data is from Full USPTO retrosynthesis dataset with 1.9M reactions from patents (1976-2016). The task is: Predict the reactants needed to synthesize the given product. (1) Given the product [C:1]([C:3]1[CH:4]=[C:5]([C:16](=[O:24])[C:17]2[CH:22]=[CH:21][C:20]([N:29]3[CH2:30][CH2:31][N:26]([CH3:25])[CH2:27][CH2:28]3)=[CH:19][CH:18]=2)[N:6]2[C:15]3[C:10](=[CH:11][CH:12]=[CH:13][CH:14]=3)[CH:9]=[CH:8][C:7]=12)#[N:2], predict the reactants needed to synthesize it. The reactants are: [C:1]([C:3]1[CH:4]=[C:5]([C:16](=[O:24])[C:17]2[CH:22]=[CH:21][C:20](F)=[CH:19][CH:18]=2)[N:6]2[C:15]3[C:10](=[CH:11][CH:12]=[CH:13][CH:14]=3)[CH:9]=[CH:8][C:7]=12)#[N:2].[CH3:25][N:26]1[CH2:31][CH2:30][NH:29][CH2:28][CH2:27]1. (2) Given the product [C:7]([O:11][C:12]([N:14]1[CH2:19][CH2:18][CH2:17][C@H:16]2[CH2:20][N:21]([C:23]3[C:32]([O:33][CH3:34])=[C:31]4[C:26]([C:27](=[O:41])[C:28]([C:38]([O:40][CH2:43][C:44]5[CH:49]=[CH:48][CH:47]=[CH:46][CH:45]=5)=[O:39])=[CH:29][N:30]4[CH:35]4[CH2:37][CH2:36]4)=[CH:25][C:24]=3[F:42])[CH2:22][C@@H:15]12)=[O:13])([CH3:10])([CH3:8])[CH3:9], predict the reactants needed to synthesize it. The reactants are: C(=O)([O-])[O-].[K+].[K+].[C:7]([O:11][C:12]([N:14]1[CH2:19][CH2:18][CH2:17][C@H:16]2[CH2:20][N:21]([C:23]3[C:32]([O:33][CH3:34])=[C:31]4[C:26]([C:27](=[O:41])[C:28]([C:38]([OH:40])=[O:39])=[CH:29][N:30]4[CH:35]4[CH2:37][CH2:36]4)=[CH:25][C:24]=3[F:42])[CH2:22][C@@H:15]12)=[O:13])([CH3:10])([CH3:9])[CH3:8].[CH2:43](Br)[C:44]1[CH:49]=[CH:48][CH:47]=[CH:46][CH:45]=1. (3) Given the product [F:36][C:33]([F:34])([F:35])[C:29]1[CH:28]=[C:27]([NH:26][C:24](=[O:25])[NH:23][C:21]2[S:22][C:18]([CH2:17][CH2:16][NH:15][C:12]3[C:13]4[S:14][C:6]([C:4]([OH:5])=[O:3])=[CH:7][C:8]=4[N:9]=[CH:10][N:11]=3)=[CH:19][N:20]=2)[CH:32]=[CH:31][CH:30]=1, predict the reactants needed to synthesize it. The reactants are: C([O:3][C:4]([C:6]1[S:14][C:13]2[C:12]([NH:15][CH2:16][CH2:17][C:18]3[S:22][C:21]([NH:23][C:24]([NH:26][C:27]4[CH:32]=[CH:31][CH:30]=[C:29]([C:33]([F:36])([F:35])[F:34])[CH:28]=4)=[O:25])=[N:20][CH:19]=3)=[N:11][CH:10]=[N:9][C:8]=2[CH:7]=1)=[O:5])C.O[Li].O.Cl. (4) Given the product [NH:32]1[C:40]2[C:35](=[CH:36][C:37]([NH:41][C:2]3[CH:7]=[C:6]([Cl:8])[N:5]=[C:4]([C:9]4[CH:10]=[C:11]([CH:20]=[CH:21][CH:22]=4)[O:12][CH2:13][C:14]([NH:16][CH:17]([CH3:19])[CH3:18])=[O:15])[N:3]=3)=[CH:38][CH:39]=2)[CH:34]=[N:33]1, predict the reactants needed to synthesize it. The reactants are: Cl[C:2]1[CH:7]=[C:6]([Cl:8])[N:5]=[C:4]([C:9]2[CH:10]=[C:11]([CH:20]=[CH:21][CH:22]=2)[O:12][CH2:13][C:14]([NH:16][CH:17]([CH3:19])[CH3:18])=[O:15])[N:3]=1.CCN(C(C)C)C(C)C.[NH:32]1[C:40]2[C:35](=[CH:36][C:37]([NH2:41])=[CH:38][CH:39]=2)[CH:34]=[N:33]1. (5) The reactants are: [CH3:1][O:2][C:3]1[CH:17]=[C:16]([O:18][CH3:19])[CH:15]=[CH:14][C:4]=1[CH:5]=[N:6][C:7]1[CH:12]=[CH:11][CH:10]=[C:9]([F:13])[N:8]=1.[BH4-].[Na+]. Given the product [CH3:1][O:2][C:3]1[CH:17]=[C:16]([O:18][CH3:19])[CH:15]=[CH:14][C:4]=1[CH2:5][NH:6][C:7]1[CH:12]=[CH:11][CH:10]=[C:9]([F:13])[N:8]=1, predict the reactants needed to synthesize it.